Dataset: Forward reaction prediction with 1.9M reactions from USPTO patents (1976-2016). Task: Predict the product of the given reaction. (1) Given the reactants Cl[C:2]1[C:3]2[C:10](=[CH:11][C:12]3[NH:13][CH:14]=[N:15][C:16]=3[CH3:17])[C:9](=[O:18])[NH:8][C:4]=2[N:5]=[CH:6][N:7]=1.[CH3:19][N:20]1[CH2:25][CH2:24][NH:23][CH2:22][CH2:21]1, predict the reaction product. The product is: [CH3:17][C:16]1[N:15]=[CH:14][NH:13][C:12]=1[CH:11]=[C:10]1[C:3]2[C:2]([N:23]3[CH2:24][CH2:25][N:20]([CH3:19])[CH2:21][CH2:22]3)=[N:7][CH:6]=[N:5][C:4]=2[NH:8][C:9]1=[O:18]. (2) Given the reactants [Cl:1][C:2]1[CH:28]=[CH:27][C:5]([CH2:6][N:7]2[CH2:12][CH2:11][CH:10]([NH:13][CH2:14][C@H:15]([OH:26])[CH2:16][O:17][C:18]3[CH:25]=[CH:24][CH:23]=[CH:22][C:19]=3[C:20]#[N:21])[CH2:9][CH2:8]2)=[CH:4][CH:3]=1.[CH3:29]O[C@@]1(COC2C=CC=CC=2C#N)CO1.ClC1C=CC(CN2CCC(N)CC2)=CC=1, predict the reaction product. The product is: [Cl:1][C:2]1[CH:3]=[CH:4][C:5]([CH2:6][N:7]2[CH2:12][CH2:11][CH:10]([NH:13][CH2:14][C@@:15]([OH:26])([CH3:29])[CH2:16][O:17][C:18]3[CH:25]=[CH:24][CH:23]=[CH:22][C:19]=3[C:20]#[N:21])[CH2:9][CH2:8]2)=[CH:27][CH:28]=1. (3) Given the reactants Cl.[Br:2][C:3]1[CH:13]=[C:12]([O:14]C(=O)C)[C:11]([O:18][CH3:19])=[CH:10][C:4]=1[CH2:5][NH:6][C:7](=[O:9])[CH3:8], predict the reaction product. The product is: [Br:2][C:3]1[CH:13]=[C:12]([OH:14])[C:11]([O:18][CH3:19])=[CH:10][C:4]=1[CH2:5][NH:6][C:7](=[O:9])[CH3:8]. (4) Given the reactants F[C:2]1[CH:3]=[C:4]([C@H:9]([NH:25][C:26](=[O:32])[O:27][C:28]([CH3:31])([CH3:30])[CH3:29])[CH2:10][C:11]([CH:13]2[C:18](=[O:19])[N:17]([CH:20]([CH3:22])[CH3:21])[C:16](=[O:23])[NH:15][C:14]2=[O:24])=[O:12])[CH:5]=[CH:6][C:7]=1F.C(OC(N[C@@H](C1C=CC([F:52])=C(F)C=1)CC(O)=O)=O)(C)(C)C.C(N[C@@H](C1C=CC=C(F)C=1)CC(O)=O)(OC(C)(C)C)=O, predict the reaction product. The product is: [F:52][C:3]1[CH:2]=[CH:7][CH:6]=[CH:5][C:4]=1[C@H:9]([NH:25][C:26](=[O:32])[O:27][C:28]([CH3:31])([CH3:29])[CH3:30])[CH2:10][C:11]([CH:13]1[C:18](=[O:19])[N:17]([CH:20]([CH3:22])[CH3:21])[C:16](=[O:23])[NH:15][C:14]1=[O:24])=[O:12].